This data is from Catalyst prediction with 721,799 reactions and 888 catalyst types from USPTO. The task is: Predict which catalyst facilitates the given reaction. (1) Reactant: Br[C:2]1[CH:3]=[C:4]([OH:14])[CH:5]=[C:6]([O:8][C@@H:9]([CH3:13])[CH2:10][O:11][CH3:12])[CH:7]=1.[B:15]1([B:15]2[O:19][C:18]([CH3:21])([CH3:20])[C:17]([CH3:23])([CH3:22])[O:16]2)[O:19][C:18]([CH3:21])([CH3:20])[C:17]([CH3:23])([CH3:22])[O:16]1.C([O-])(=O)C.[K+].O. Product: [CH3:12][O:11][CH2:10][C@H:9]([CH3:13])[O:8][C:6]1[CH:5]=[C:4]([OH:14])[CH:3]=[C:2]([B:15]2[O:19][C:18]([CH3:21])([CH3:20])[C:17]([CH3:23])([CH3:22])[O:16]2)[CH:7]=1. The catalyst class is: 9. (2) Reactant: [H-].[Na+].[C:3]([C:5]1[CH:6]=[C:7]([C:15]2[O:19][N:18]=[C:17]([C:20]3[CH:21]=[CH:22][CH:23]=[C:24]4[C:28]=3[NH:27][CH:26]=[C:25]4[CH2:29][CH2:30][C:31]([O:33][C:34]([CH3:37])([CH3:36])[CH3:35])=[O:32])[N:16]=2)[CH:8]=[CH:9][C:10]=1[O:11][CH:12]([CH3:14])[CH3:13])#[N:4].IC.[CH3:40]COC(C)=O. Product: [C:3]([C:5]1[CH:6]=[C:7]([C:15]2[O:19][N:18]=[C:17]([C:20]3[CH:21]=[CH:22][CH:23]=[C:24]4[C:28]=3[N:27]([CH3:40])[CH:26]=[C:25]4[CH2:29][CH2:30][C:31]([O:33][C:34]([CH3:35])([CH3:37])[CH3:36])=[O:32])[N:16]=2)[CH:8]=[CH:9][C:10]=1[O:11][CH:12]([CH3:14])[CH3:13])#[N:4]. The catalyst class is: 3.